Dataset: hERG potassium channel inhibition data for cardiac toxicity prediction from Karim et al.. Task: Regression/Classification. Given a drug SMILES string, predict its toxicity properties. Task type varies by dataset: regression for continuous values (e.g., LD50, hERG inhibition percentage) or binary classification for toxic/non-toxic outcomes (e.g., AMES mutagenicity, cardiotoxicity, hepatotoxicity). Dataset: herg_karim. (1) The drug is COc1ccc2ncc(C#N)c(CC(O)C34CCC(NCc5ccc6c(n5)NC(=O)CO6)(CC3)CO4)c2n1. The result is 1 (blocker). (2) The compound is CCCCCCCN(CC)C/C=C\Cc1ccccc1. The result is 1 (blocker). (3) The drug is COC(=O)N(NC(=O)c1c(CN2CCN(C(C)C)CC2)c(-c2ccccc2)nc2c(F)cccc12)c1ccccc1. The result is 1 (blocker). (4) The molecule is COc1ccc2c(c1)N(CCN1CCC(NCc3ccc4c(n3)NC(=O)CO4)CC1)C(=O)OC2. The result is 0 (non-blocker). (5) The compound is COc1ccc2nccc([C@H](O)CC[C@@H]3CCN(CCSc4cccs4)C[C@@H]3C(=O)O)c2c1. The result is 0 (non-blocker). (6) The molecule is N#Cc1ccc(Cn2cncc2C[NH2+][C@H]2CCN(Cc3ccccc3)C2=O)cc1. The result is 1 (blocker). (7) The drug is O=C(NC1CCN(Cc2ccc3sccc3c2)CC1)c1cc(=O)c2ccc(F)cc2o1. The result is 1 (blocker). (8) The drug is C[C@@H]1CCCN1CCc1ccc(-c2ccc(S(=O)(=O)NCC3CC3)cc2)cc1. The result is 1 (blocker).